This data is from NCI-60 drug combinations with 297,098 pairs across 59 cell lines. The task is: Regression. Given two drug SMILES strings and cell line genomic features, predict the synergy score measuring deviation from expected non-interaction effect. (1) Drug 1: CC1CCC2CC(C(=CC=CC=CC(CC(C(=O)C(C(C(=CC(C(=O)CC(OC(=O)C3CCCCN3C(=O)C(=O)C1(O2)O)C(C)CC4CCC(C(C4)OC)OCCO)C)C)O)OC)C)C)C)OC. Drug 2: CS(=O)(=O)CCNCC1=CC=C(O1)C2=CC3=C(C=C2)N=CN=C3NC4=CC(=C(C=C4)OCC5=CC(=CC=C5)F)Cl. Cell line: UACC-257. Synergy scores: CSS=-0.328, Synergy_ZIP=0.370, Synergy_Bliss=-1.18, Synergy_Loewe=-1.58, Synergy_HSA=-2.49. (2) Drug 1: C1=C(C(=O)NC(=O)N1)F. Drug 2: C1C(C(OC1N2C=NC(=NC2=O)N)CO)O. Cell line: K-562. Synergy scores: CSS=61.3, Synergy_ZIP=-3.73, Synergy_Bliss=-3.89, Synergy_Loewe=5.64, Synergy_HSA=6.87. (3) Drug 1: CS(=O)(=O)C1=CC(=C(C=C1)C(=O)NC2=CC(=C(C=C2)Cl)C3=CC=CC=N3)Cl. Drug 2: CN(C)N=NC1=C(NC=N1)C(=O)N. Cell line: HS 578T. Synergy scores: CSS=-1.31, Synergy_ZIP=2.60, Synergy_Bliss=4.22, Synergy_Loewe=-4.49, Synergy_HSA=-2.69. (4) Drug 1: CC1OCC2C(O1)C(C(C(O2)OC3C4COC(=O)C4C(C5=CC6=C(C=C35)OCO6)C7=CC(=C(C(=C7)OC)O)OC)O)O. Drug 2: CC1=C(C(=O)C2=C(C1=O)N3CC4C(C3(C2COC(=O)N)OC)N4)N. Cell line: K-562. Synergy scores: CSS=48.5, Synergy_ZIP=1.40, Synergy_Bliss=1.24, Synergy_Loewe=3.78, Synergy_HSA=5.56. (5) Drug 1: CC1=C(C(=CC=C1)Cl)NC(=O)C2=CN=C(S2)NC3=CC(=NC(=N3)C)N4CCN(CC4)CCO. Drug 2: CC1C(C(CC(O1)OC2CC(CC3=C2C(=C4C(=C3O)C(=O)C5=C(C4=O)C(=CC=C5)OC)O)(C(=O)CO)O)N)O.Cl. Cell line: 786-0. Synergy scores: CSS=52.8, Synergy_ZIP=-0.219, Synergy_Bliss=4.05, Synergy_Loewe=5.14, Synergy_HSA=7.58.